From a dataset of Catalyst prediction with 721,799 reactions and 888 catalyst types from USPTO. Predict which catalyst facilitates the given reaction. (1) Reactant: [N:1]([O-])=O.[Na+].[Cl:5][C:6]1[CH:22]=[CH:21][C:9]([O:10][C:11]2[CH:17]=[CH:16][C:14]([NH2:15])=[CH:13][C:12]=2[N+:18]([O-:20])=[O:19])=[CH:8][CH:7]=1.C(O)C.O.O.[Sn](Cl)Cl. Product: [Cl:5][C:6]1[CH:22]=[CH:21][C:9]([O:10][C:11]2[CH:17]=[CH:16][C:14]([NH:15][NH2:1])=[CH:13][C:12]=2[N+:18]([O-:20])=[O:19])=[CH:8][CH:7]=1. The catalyst class is: 223. (2) Reactant: [CH2:1]([NH2:8])[C:2]1[CH:7]=[CH:6][CH:5]=[CH:4][CH:3]=1.[C:9]([O:14][CH3:15])(=[O:13])[C:10]([CH3:12])=[CH2:11]. Product: [CH2:1]([NH:8][CH2:11][CH:10]([CH3:12])[C:9]([O:14][CH3:15])=[O:13])[C:2]1[CH:7]=[CH:6][CH:5]=[CH:4][CH:3]=1. The catalyst class is: 5. (3) Reactant: [F:1][C:2]1[CH:7]=[CH:6][CH:5]=[CH:4][C:3]=1[C:8]1[CH:16]=[CH:15][CH:14]=[C:13]2[C:9]=1[CH2:10][C:11](=[O:17])[NH:12]2.[CH3:18][C@H:19]1[NH:24][C@@H:23]([CH3:25])[CH2:22][N:21]([C:26]([C:28]2[CH:32]=[C:31]([CH3:33])[NH:30][C:29]=2[CH:34]=O)=[O:27])[CH2:20]1. Product: [CH3:25][C@H:23]1[NH:24][C@@H:19]([CH3:18])[CH2:20][N:21]([C:26]([C:28]2[CH:32]=[C:31]([CH3:33])[NH:30][C:29]=2[CH:34]=[C:10]2[C:9]3[C:13](=[CH:14][CH:15]=[CH:16][C:8]=3[C:3]3[CH:4]=[CH:5][CH:6]=[CH:7][C:2]=3[F:1])[NH:12][C:11]2=[O:17])=[O:27])[CH2:22]1. The catalyst class is: 360. (4) Reactant: C([O:3][P:4]([CH2:9][CH2:10][NH:11][CH2:12][C:13]([CH3:36])=[CH:14][CH2:15][C:16]1[C:17]([O:29]CC[Si](C)(C)C)=[C:18]2[C:22](=[C:23]([CH3:27])[C:24]=1[O:25][CH3:26])[CH2:21][O:20][C:19]2=[O:28])(=[O:8])[O:5]CC)C.C[Si](Br)(C)C.N1C(C)=CC=CC=1C.CN(C=O)C. Product: [OH:29][C:17]1[C:16]([CH2:15][CH:14]=[C:13]([CH3:36])[CH2:12][NH:11][CH2:10][CH2:9][P:4](=[O:3])([OH:8])[OH:5])=[C:24]([O:25][CH3:26])[C:23]([CH3:27])=[C:22]2[C:18]=1[C:19](=[O:28])[O:20][CH2:21]2. The catalyst class is: 2. (5) Reactant: [CH3:1][O:2][C:3]1[CH:8]=[CH:7][C:6](Br)=[CH:5][N:4]=1.[C:10]([O:14][C:15]([N:17]1[CH2:22][CH2:21][C:20](=[O:23])[CH2:19][CH2:18]1)=[O:16])([CH3:13])([CH3:12])[CH3:11]. Product: [C:10]([O:14][C:15]([N:17]1[CH2:22][CH2:21][C:20]([C:6]2[CH:7]=[CH:8][C:3]([O:2][CH3:1])=[N:4][CH:5]=2)([OH:23])[CH2:19][CH2:18]1)=[O:16])([CH3:13])([CH3:11])[CH3:12]. The catalyst class is: 1.